Dataset: Forward reaction prediction with 1.9M reactions from USPTO patents (1976-2016). Task: Predict the product of the given reaction. (1) Given the reactants [CH2:1]([O:3][C:4]([C:6]1[O:7][C:8]2[CH:15]=[CH:14][CH:13]=[C:12](OS(C(F)(F)F)(=O)=O)[C:9]=2[C:10]=1[CH3:11])=[O:5])[CH3:2].[CH3:24][O:25][CH2:26][C:27]#[CH:28].C(N(CC)CC)C.C(OCC)(=O)C.CCCCCC, predict the reaction product. The product is: [CH2:1]([O:3][C:4]([C:6]1[O:7][C:8]2[CH:15]=[CH:14][CH:13]=[C:12]([C:28]#[C:27][CH2:26][O:25][CH3:24])[C:9]=2[C:10]=1[CH3:11])=[O:5])[CH3:2]. (2) Given the reactants [CH2:1]([S:3][C:4]1[N:5]([C:14]2[CH:19]=[CH:18][C:17]([O:20][CH2:21][C:22]([F:28])([F:27])[C:23]([F:26])([F:25])[F:24])=[CH:16][CH:15]=2)[C:6](=[O:13])[C:7]2[CH:12]=[CH:11][NH:10][C:8]=2[N:9]=1)[CH3:2].C(O)(=[O:31])C.C(O)(=O)C.I(C1C=CC=CC=1)=O, predict the reaction product. The product is: [CH2:1]([S:3][C:4]1[N:5]([C:14]2[CH:15]=[CH:16][C:17]([O:20][CH2:21][C:22]([F:27])([F:28])[C:23]([F:24])([F:25])[F:26])=[CH:18][CH:19]=2)[C:6](=[O:13])[C:7]2[CH2:12][C:11](=[O:31])[NH:10][C:8]=2[N:9]=1)[CH3:2].